The task is: Predict the reactants needed to synthesize the given product.. This data is from Full USPTO retrosynthesis dataset with 1.9M reactions from patents (1976-2016). (1) Given the product [CH3:7][O:8][C:9](=[O:34])[C:10]1[CH:15]=[CH:14][CH:13]=[CH:12][C:11]=1[NH:16][C:17](=[O:33])[CH2:18][C:19]1[CH:24]=[CH:23][C:22]([O:25][C:26]2[CH:27]=[CH:28][C:29]([O:32][CH2:36][C:37]([O:39][C:40]([CH3:43])([CH3:42])[CH3:41])=[O:38])=[CH:30][CH:31]=2)=[CH:21][CH:20]=1, predict the reactants needed to synthesize it. The reactants are: C(=O)([O-])[O-].[K+].[K+].[CH3:7][O:8][C:9](=[O:34])[C:10]1[CH:15]=[CH:14][CH:13]=[CH:12][C:11]=1[NH:16][C:17](=[O:33])[CH2:18][C:19]1[CH:24]=[CH:23][C:22]([O:25][C:26]2[CH:31]=[CH:30][C:29]([OH:32])=[CH:28][CH:27]=2)=[CH:21][CH:20]=1.Br[CH2:36][C:37]([O:39][C:40]([CH3:43])([CH3:42])[CH3:41])=[O:38]. (2) Given the product [CH3:24][C:20]1[CH:21]=[CH:22][CH:23]=[C:2]([CH3:1])[C:3]=1[CH2:4][O:5][C:6]1[CH:7]=[C:8]([CH2:14][C:15]([OH:17])=[O:16])[CH:9]=[CH:10][C:11]=1[O:12][CH3:13], predict the reactants needed to synthesize it. The reactants are: [CH3:1][C:2]1[CH:23]=[CH:22][CH:21]=[C:20]([CH3:24])[C:3]=1[CH2:4][O:5][C:6]1[CH:7]=[C:8]([CH2:14][C:15]([O:17]CC)=[O:16])[CH:9]=[CH:10][C:11]=1[O:12][CH3:13].[OH-].[Na+]. (3) Given the product [N+:1]([C:4]1[CH:17]=[CH:16][C:7]([N:8]([CH2:9][C:10]2[CH:15]=[CH:14][CH:13]=[CH:12][N:11]=2)[C:32](=[O:33])[O:31][C:28]([CH3:30])([CH3:29])[CH3:27])=[CH:6][CH:5]=1)([O-:3])=[O:2], predict the reactants needed to synthesize it. The reactants are: [N+:1]([C:4]1[CH:17]=[CH:16][C:7]([NH:8][CH2:9][C:10]2[CH:15]=[CH:14][CH:13]=[CH:12][N:11]=2)=[CH:6][CH:5]=1)([O-:3])=[O:2].CCN(C(C)C)C(C)C.[CH3:27][C:28]([O:31][C:32](O[C:32]([O:31][C:28]([CH3:30])([CH3:29])[CH3:27])=[O:33])=[O:33])([CH3:30])[CH3:29]. (4) Given the product [Cl:28][C:29]1[CH:30]=[N+:31]([O-:54])[CH:32]=[C:33]([Cl:53])[C:34]=1[CH2:35][C@@H:36]([C:38]1[CH:43]=[CH:42][C:41]([O:44][CH:45]([F:47])[F:46])=[C:40]([O:48][CH2:49][CH:50]2[CH2:52][CH2:51]2)[CH:39]=1)[O:21][C:20]([C:18]1[S:19][C:15]([S:12](=[O:14])(=[O:13])[NH:11][C:8]2[CH:9]=[CH:10][C:5]([C:3](=[O:4])[N:2]([CH3:23])[CH3:1])=[CH:6][CH:7]=2)=[CH:16][CH:17]=1)=[O:22], predict the reactants needed to synthesize it. The reactants are: [CH3:1][N:2]([CH3:23])[C:3]([C:5]1[CH:10]=[CH:9][C:8]([NH:11][S:12]([C:15]2[S:19][C:18]([C:20]([OH:22])=[O:21])=[CH:17][CH:16]=2)(=[O:14])=[O:13])=[CH:7][CH:6]=1)=[O:4].C(Cl)CCl.[Cl:28][C:29]1[CH:30]=[N+:31]([O-:54])[CH:32]=[C:33]([Cl:53])[C:34]=1[CH2:35][C@@H:36]([C:38]1[CH:43]=[CH:42][C:41]([O:44][CH:45]([F:47])[F:46])=[C:40]([O:48][CH2:49][CH:50]2[CH2:52][CH2:51]2)[CH:39]=1)O. (5) Given the product [F:8][C:7]1[CH:6]=[CH:5][C:4]([O:9][C:11]2[CH:16]=[N:15][C:14]([N+:17]([O-:19])=[O:18])=[CH:13][CH:12]=2)=[CH:3][C:2]=1[NH2:1], predict the reactants needed to synthesize it. The reactants are: [NH2:1][C:2]1[CH:3]=[C:4]([OH:9])[CH:5]=[CH:6][C:7]=1[F:8].Br[C:11]1[CH:12]=[CH:13][C:14]([N+:17]([O-:19])=[O:18])=[N:15][CH:16]=1.